This data is from Catalyst prediction with 721,799 reactions and 888 catalyst types from USPTO. The task is: Predict which catalyst facilitates the given reaction. (1) Reactant: [CH2:1]([N:8]1[CH2:14][C:13]2[N:15]=[CH:16][C:17]([NH2:19])=[N:18][C:12]=2[O:11][CH2:10][CH2:9]1)[C:2]1[CH:7]=[CH:6][CH:5]=[CH:4][CH:3]=1.[CH3:20][C:21](=O)[CH2:22][CH2:23][C:24](=O)[CH3:25].C(O)(=O)C.C1(C)C=CC=CC=1. Product: [CH2:1]([N:8]1[CH2:14][C:13]2[N:15]=[CH:16][C:17]([N:19]3[C:24]([CH3:25])=[CH:23][CH:22]=[C:21]3[CH3:20])=[N:18][C:12]=2[O:11][CH2:10][CH2:9]1)[C:2]1[CH:3]=[CH:4][CH:5]=[CH:6][CH:7]=1. The catalyst class is: 13. (2) Reactant: [Cl:1][C:2]1[CH:3]=[C:4]([CH:28]=[CH:29][C:30]=1[O:31][CH3:32])[CH2:5][NH:6][C:7]1[C:12]([C:13](=[O:22])[NH:14][CH2:15][C:16]2[N:21]=[CH:20][CH:19]=[CH:18][N:17]=2)=[C:11]([O:23][CH3:24])[N:10]=[C:9](S(C)=O)[N:8]=1.[NH:33]1[CH2:39][CH2:38][CH2:37][C@H:34]1[CH2:35][OH:36]. Product: [Cl:1][C:2]1[CH:3]=[C:4]([CH:28]=[CH:29][C:30]=1[O:31][CH3:32])[CH2:5][NH:6][C:7]1[C:12]([C:13](=[O:22])[NH:14][CH2:15][C:16]2[N:21]=[CH:20][CH:19]=[CH:18][N:17]=2)=[C:11]([O:23][CH3:24])[N:10]=[C:9]([N:33]2[CH2:39][CH2:38][CH2:37][CH:34]2[CH2:35][OH:36])[N:8]=1. The catalyst class is: 22. (3) Reactant: [H-].[Na+].[C:3]([O:7][C:8]([NH:10][C@H:11]1[CH2:20][CH2:19][C:18]2[C:13](=[CH:14][C:15]([OH:21])=[CH:16][CH:17]=2)[CH2:12]1)=[O:9])([CH3:6])([CH3:5])[CH3:4].Br[CH2:23][C:24]([NH2:26])=[O:25].O. Product: [C:3]([O:7][C:8]([NH:10][C@H:11]1[CH2:20][CH2:19][C:18]2[C:13](=[CH:14][C:15]([O:21][CH2:23][C:24]([NH2:26])=[O:25])=[CH:16][CH:17]=2)[CH2:12]1)=[O:9])([CH3:6])([CH3:4])[CH3:5]. The catalyst class is: 3. (4) Product: [I:22][C:17]1[CH:18]=[CH:19][CH:20]=[C:21]2[C:16]=1[N:15]=[CH:14][CH:13]=[C:12]2[S:8]([C:2]1[CH:7]=[CH:6][CH:5]=[CH:4][CH:3]=1)(=[O:10])=[O:9]. Reactant: [Na+].[C:2]1([S:8]([O-:10])=[O:9])[CH:7]=[CH:6][CH:5]=[CH:4][CH:3]=1.Br[C:12]1[C:21]2[C:16](=[C:17]([I:22])[CH:18]=[CH:19][CH:20]=2)[N:15]=[CH:14][CH:13]=1. The catalyst class is: 18. (5) The catalyst class is: 19. Reactant: C([N:8]([C:16]1[CH:21]=[CH:20][C:19]([CH2:22][CH2:23][CH:24]([CH2:29][CH2:30][CH2:31][C:32]2[CH:37]=[CH:36][CH:35]=[CH:34][CH:33]=2)[C:25]([O:27][CH3:28])=[O:26])=[CH:18][CH:17]=1)CC1C=CC=CC=1)C1C=CC=CC=1. Product: [NH2:8][C:16]1[CH:17]=[CH:18][C:19]([CH2:22][CH2:23][CH:24]([CH2:29][CH2:30][CH2:31][C:32]2[CH:33]=[CH:34][CH:35]=[CH:36][CH:37]=2)[C:25]([O:27][CH3:28])=[O:26])=[CH:20][CH:21]=1. (6) Reactant: [Cl:1][C:2]1[CH:7]=[N:6][CH:5]=[C:4]([O:8][CH3:9])[N:3]=1.C(N)(N)=[O:11].OO.FC(F)(F)C(OC(=O)C(F)(F)F)=O.O. Product: [Cl:1][C:2]1[CH:7]=[N+:6]([O-:11])[CH:5]=[C:4]([O:8][CH3:9])[N:3]=1. The catalyst class is: 4. (7) Reactant: Cl.[Cl:2][C:3]1[CH:15]=[CH:14][CH:13]=[CH:12][C:4]=1[O:5][CH:6]1[CH2:11][CH2:10][NH:9][CH2:8][CH2:7]1.Br[CH2:17][CH2:18][CH:19]=[C:20]1[C:26]2[CH:27]=[CH:28][CH:29]=[N:30][C:25]=2[CH2:24][O:23][C:22]2[CH:31]=[CH:32][C:33]([C:35]([OH:38])([CH3:37])[CH3:36])=[CH:34][C:21]1=2.C(=O)([O-])[O-].[K+].[K+]. Product: [Cl:2][C:3]1[CH:15]=[CH:14][CH:13]=[CH:12][C:4]=1[O:5][CH:6]1[CH2:11][CH2:10][N:9]([CH2:17][CH2:18][CH:19]=[C:20]2[C:26]3[CH:27]=[CH:28][CH:29]=[N:30][C:25]=3[CH2:24][O:23][C:22]3[CH:31]=[CH:32][C:33]([C:35]([OH:38])([CH3:37])[CH3:36])=[CH:34][C:21]2=3)[CH2:8][CH2:7]1. The catalyst class is: 47. (8) Reactant: [OH:1]S(O)(=O)=O.[Br:6][C:7]1[CH:16]=[CH:15][C:14]([CH3:17])=[C:13]2[C:8]=1[CH:9]=[CH:10][CH:11]=N2.[OH-:18].[NH4+:19]. Product: [Br:6][C:7]1[CH:16]=[CH:15][C:14]([C:17]([OH:1])=[O:18])=[C:13]2[C:8]=1[CH:9]=[CH:10][CH:11]=[N:19]2. The catalyst class is: 6. (9) Reactant: [Cl:1][CH2:2][C:3](Cl)=O.[Cl:6][C:7]1[N:12]=[CH:11][C:10]([NH2:13])=[C:9]([NH:14][CH:15]([CH3:17])[CH3:16])[CH:8]=1.CCN(CC)CC. Product: [Cl:6][C:7]1[N:12]=[CH:11][C:10]2[N:13]=[C:3]([CH2:2][Cl:1])[N:14]([CH:15]([CH3:17])[CH3:16])[C:9]=2[CH:8]=1. The catalyst class is: 2. (10) Reactant: [CH2:1]([N:8]1[CH2:13][CH2:12][N:11]([C:14]2[CH:21]=[CH:20][C:17]([C:18]#[N:19])=[CH:16][CH:15]=2)[CH2:10][CH2:9]1)[C:2]1[CH:7]=[CH:6][CH:5]=[CH:4][CH:3]=1.[OH-:22].[Na+]. Product: [CH2:1]([N:8]1[CH2:9][CH2:10][N:11]([C:14]2[CH:15]=[CH:16][C:17]([C:18]([NH2:19])=[O:22])=[CH:20][CH:21]=2)[CH2:12][CH2:13]1)[C:2]1[CH:3]=[CH:4][CH:5]=[CH:6][CH:7]=1. The catalyst class is: 65.